This data is from Full USPTO retrosynthesis dataset with 1.9M reactions from patents (1976-2016). The task is: Predict the reactants needed to synthesize the given product. Given the product [CH2:26]([C:3](=[CH:4][CH2:5][C:6]1[C:14]([OH:15])=[C:13]2[C:9](=[C:8]([CH3:23])[C:7]=1[CH2:24][CH3:25])[CH2:10][O:11][C:12]2=[O:22])[CH2:2][P:35](=[O:34])([OH:38])[OH:36])[CH3:27], predict the reactants needed to synthesize it. The reactants are: Br[CH2:2][C:3]([CH2:26][CH3:27])=[CH:4][CH2:5][C:6]1[C:14]([O:15]CC[Si](C)(C)C)=[C:13]2[C:9]([CH2:10][O:11][C:12]2=[O:22])=[C:8]([CH3:23])[C:7]=1[CH2:24][CH3:25].C[Si](Br)(C)C.C[O:34][P:35]([O:38]C)[O:36]C.